From a dataset of Reaction yield outcomes from USPTO patents with 853,638 reactions. Predict the reaction yield, written as a fraction of the theoretical maximum amount of product (1.0 means a 100% yield; for example, 0.34 means a 34% yield). (1) The reactants are [NH2:1][C:2]1[CH:10]=[C:9]([Cl:11])[C:8]([Br:12])=[CH:7][C:3]=1[C:4]([OH:6])=[O:5].Cl[C:14](OCC)=[O:15].C(Cl)(=O)C. No catalyst specified. The product is [Br:12][C:8]1[CH:7]=[C:3]2[C:4]([O:6][C:14](=[O:15])[NH:1][C:2]2=[CH:10][C:9]=1[Cl:11])=[O:5]. The yield is 0.700. (2) The reactants are [C:1](Cl)(=[O:8])[C:2]1[CH:7]=[CH:6][CH:5]=[CH:4][CH:3]=1.[Cl:10][CH2:11][C:12](=[N:14]O)[NH2:13]. The catalyst is C(Cl)Cl.O. The product is [Cl:10][CH2:11][C:12]1[N:14]=[C:1]([C:2]2[CH:7]=[CH:6][CH:5]=[CH:4][CH:3]=2)[O:8][N:13]=1. The yield is 0.448. (3) The reactants are [CH2:1]([NH:8][C:9](=O)[C:10](F)(F)F)[C:2]1[CH:7]=[CH:6][CH:5]=[CH:4][CH:3]=1.[O-]P([O-])([O-])=O.[K+].[K+].[K+].I[C:24]1[CH:29]=CC=[CH:26][CH:25]=1.C(O)CO.CCCCCCCCCCCC.N. The catalyst is C(OCC)(=O)C.[Cu]I.C(O)(C)C. The product is [C:9]1([NH:8][CH2:1][C:2]2[CH:7]=[CH:6][CH:5]=[CH:4][CH:3]=2)[CH:10]=[CH:26][CH:25]=[CH:24][CH:29]=1. The yield is 0.760. (4) The reactants are Br[CH:2]([C:8]([C:10]1[CH:15]=[C:14]([Cl:16])[CH:13]=[CH:12][C:11]=1[O:17][CH3:18])=O)[C:3]([O:5][CH2:6][CH3:7])=[O:4].[NH2:19][C:20]([NH2:22])=[S:21]. The yield is 0.310. The product is [NH2:22][C:20]1[S:21][C:2]([C:3]([O:5][CH2:6][CH3:7])=[O:4])=[C:8]([C:10]2[CH:15]=[C:14]([Cl:16])[CH:13]=[CH:12][C:11]=2[O:17][CH3:18])[N:19]=1. The catalyst is C(O)C.